This data is from Forward reaction prediction with 1.9M reactions from USPTO patents (1976-2016). The task is: Predict the product of the given reaction. (1) The product is: [CH2:1]([N:8]1[C:12]2[C:13](=[O:28])[N:14]([CH3:27])[C:15]([CH2:24][C:25]([O:41][CH3:39])=[O:29])=[C:16]([C:17]3[CH:22]=[CH:21][C:20]([Cl:23])=[CH:19][CH:18]=3)[C:11]=2[CH:10]=[CH:9]1)[C:2]1[CH:3]=[CH:4][CH:5]=[CH:6][CH:7]=1. Given the reactants [CH2:1]([N:8]1[C:12]2[C:13](=[O:28])[N:14]([CH3:27])[C:15]([CH2:24][C:25]#N)=[C:16]([C:17]3[CH:22]=[CH:21][C:20]([Cl:23])=[CH:19][CH:18]=3)[C:11]=2[CH:10]=[CH:9]1)[C:2]1[CH:7]=[CH:6][CH:5]=[CH:4][CH:3]=1.[OH-:29].[K+].Cl.[Si](C=[N+]=[N-])(C)(C)C.[CH2:39]([OH:41])C, predict the reaction product. (2) Given the reactants [Cl:1][C:2]1[CH:21]=[CH:20][C:5]([O:6][C:7]2[CH:19]=[CH:18][C:10]([O:11][CH2:12][C@H:13]3[CH2:17][CH2:16][CH2:15][NH:14]3)=[CH:9][CH:8]=2)=[CH:4][CH:3]=1.C(N(CC)CC)C.Br[CH2:30][CH2:31][C:32]([O:34][CH3:35])=[O:33].O.ClCCl, predict the reaction product. The product is: [CH3:35][O:34][C:32](=[O:33])[CH2:31][CH2:30][N:14]1[CH2:15][CH2:16][CH2:17][C@@H:13]1[CH2:12][O:11][C:10]1[CH:18]=[CH:19][C:7]([O:6][C:5]2[CH:20]=[CH:21][C:2]([Cl:1])=[CH:3][CH:4]=2)=[CH:8][CH:9]=1. (3) The product is: [CH2:10]([CH:8]1[C:7](=[O:12])[NH:6][C:5]2[CH:13]=[CH:14][C:2]([C:22]3[CH:21]=[CH:20][CH:19]=[C:18]([N+:15]([O-:17])=[O:16])[CH:23]=3)=[CH:3][C:4]=2[S:9]1)[CH3:11]. Given the reactants Br[C:2]1[CH:14]=[CH:13][C:5]2[NH:6][C:7](=[O:12])[CH:8]([CH2:10][CH3:11])[S:9][C:4]=2[CH:3]=1.[N+:15]([C:18]1[CH:19]=[C:20](B(O)O)[CH:21]=[CH:22][CH:23]=1)([O-:17])=[O:16].C(=O)([O-])[O-].[K+].[K+], predict the reaction product. (4) The product is: [F:1][C:2]1[CH:3]=[C:4]([Br:10])[CH:5]=[C:6]([CH:11]([OH:13])[CH3:12])[C:7]=1[Br:8]. Given the reactants [F:1][C:2]1[C:7]([Br:8])=[C:6](Br)[CH:5]=[C:4]([Br:10])[CH:3]=1.[CH:11](=[O:13])[CH3:12], predict the reaction product. (5) Given the reactants [ClH:1].[S:2]1[CH:6]=[CH:5][C:4]([CH2:7][CH2:8][NH2:9])=[CH:3]1.[CH3:10][O:11][C:12]1[CH:19]=[CH:18][C:15]([CH:16]=O)=[CH:14][CH:13]=1.C(N(CC)CC)C.[BH4-].[Na+], predict the reaction product. The product is: [ClH:1].[CH3:10][O:11][C:12]1[CH:19]=[CH:18][C:15]([CH2:16][NH:9][CH2:8][CH2:7][C:4]2[CH:5]=[CH:6][S:2][CH:3]=2)=[CH:14][CH:13]=1. (6) The product is: [F:1][C:2]1[CH:7]=[CH:6][C:5]([C:8]2[C:12]([C:13]3[CH:18]=[CH:17][N:16]=[CH:15][N:14]=3)=[C:11]([CH:19]3[CH2:24][CH2:23][N:22]([C:42](=[O:41])[CH2:43][OH:44])[CH2:21][CH2:20]3)[NH:10][N:9]=2)=[CH:4][C:3]=1[C:25]([F:26])([F:28])[F:27]. Given the reactants [F:1][C:2]1[CH:7]=[CH:6][C:5]([C:8]2[C:12]([C:13]3[CH:18]=[CH:17][N:16]=[CH:15][N:14]=3)=[C:11]([CH:19]3[CH2:24][CH2:23][NH:22][CH2:21][CH2:20]3)[NH:10][N:9]=2)=[CH:4][C:3]=1[C:25]([F:28])([F:27])[F:26].CCN(C(C)C)C(C)C.C([O:41][CH2:42][C:43](Cl)=[O:44])(=O)C.[OH-].[Na+], predict the reaction product. (7) Given the reactants [N+:1]([C:4]1[CH:5]=[CH:6][C:7]([O:10][C:11]2[CH:12]=[C:13]3[C:18](=[CH:19][CH:20]=2)[O:17][CH:16]([C:21]2[CH:26]=[CH:25][CH:24]=[CH:23][CH:22]=2)[CH2:15][CH2:14]3)=[N:8][CH:9]=1)([O-:3])=[O:2].[F:27]C1C=C(C2CCC3C(=CC=C(O)C=3)O2)C=CC=1, predict the reaction product. The product is: [F:27][C:25]1[CH:26]=[C:21]([CH:16]2[CH2:15][CH2:14][C:13]3[C:18](=[CH:19][CH:20]=[C:11]([O:10][C:7]4[CH:6]=[CH:5][C:4]([N+:1]([O-:3])=[O:2])=[CH:9][N:8]=4)[CH:12]=3)[O:17]2)[CH:22]=[CH:23][CH:24]=1.